Dataset: NCI-60 drug combinations with 297,098 pairs across 59 cell lines. Task: Regression. Given two drug SMILES strings and cell line genomic features, predict the synergy score measuring deviation from expected non-interaction effect. (1) Drug 1: CC1=C2C(C(=O)C3(C(CC4C(C3C(C(C2(C)C)(CC1OC(=O)C(C(C5=CC=CC=C5)NC(=O)OC(C)(C)C)O)O)OC(=O)C6=CC=CC=C6)(CO4)OC(=O)C)O)C)O. Drug 2: CN(CC1=CN=C2C(=N1)C(=NC(=N2)N)N)C3=CC=C(C=C3)C(=O)NC(CCC(=O)O)C(=O)O. Cell line: NCI/ADR-RES. Synergy scores: CSS=7.90, Synergy_ZIP=-0.598, Synergy_Bliss=2.17, Synergy_Loewe=-9.25, Synergy_HSA=-3.10. (2) Drug 1: C1=CN(C=N1)CC(O)(P(=O)(O)O)P(=O)(O)O. Drug 2: C(CCl)NC(=O)N(CCCl)N=O. Cell line: NCI-H322M. Synergy scores: CSS=0.784, Synergy_ZIP=0.823, Synergy_Bliss=1.31, Synergy_Loewe=0.638, Synergy_HSA=0.150.